This data is from Forward reaction prediction with 1.9M reactions from USPTO patents (1976-2016). The task is: Predict the product of the given reaction. (1) Given the reactants [Cl:1][C:2]1[CH:7]=[CH:6][CH:5]=[CH:4][C:3]=1[C:8]1[CH:13]=[CH:12][N:11]=[CH:10][C:9]=1[NH:14][CH2:15][CH2:16][S:17]([CH3:20])(=[O:19])=[O:18].[CH3:21][S:22]([C:25]1[CH:26]=[C:27]([CH:31]=[C:32]([C:34]([F:37])([F:36])[F:35])[CH:33]=1)[C:28](O)=[O:29])(=[O:24])=[O:23], predict the reaction product. The product is: [Cl:1][C:2]1[CH:7]=[CH:6][CH:5]=[CH:4][C:3]=1[C:8]1[CH:13]=[CH:12][N:11]=[CH:10][C:9]=1[N:14]([CH2:15][CH2:16][S:17]([CH3:20])(=[O:19])=[O:18])[C:28](=[O:29])[C:27]1[CH:31]=[C:32]([C:34]([F:37])([F:35])[F:36])[CH:33]=[C:25]([S:22]([CH3:21])(=[O:24])=[O:23])[CH:26]=1. (2) Given the reactants [CH3:1][C:2]1[CH:10]=[C:6]([C:7]([OH:9])=O)[C:5]([OH:11])=[CH:4][CH:3]=1.[CH3:12][C:13]([C:16]1[CH:17]=[C:18]([CH:20]=[C:21]([C:23]([CH3:26])([CH3:25])[CH3:24])[CH:22]=1)[NH2:19])([CH3:15])[CH3:14], predict the reaction product. The product is: [CH3:15][C:13]([C:16]1[CH:17]=[C:18]([NH:19][C:7](=[O:9])[C:6]2[CH:10]=[C:2]([CH3:1])[CH:3]=[CH:4][C:5]=2[OH:11])[CH:20]=[C:21]([C:23]([CH3:26])([CH3:25])[CH3:24])[CH:22]=1)([CH3:12])[CH3:14]. (3) Given the reactants Cl.C(OC([N:9]1[CH2:21][C:12]2=[C:13]3[N:18]([N:19]=[C:11]2[CH2:10]1)[CH:17]=[C:16]([Cl:20])[CH:15]=[N:14]3)=O)(C)(C)C.C(#N)C, predict the reaction product. The product is: [ClH:20].[Cl:20][C:16]1[CH:15]=[N:14][C:13]2[N:18]([N:19]=[C:11]3[CH2:10][NH:9][CH2:21][C:12]3=2)[CH:17]=1. (4) Given the reactants [S:1]1[C:5]2[CH:6]=[CH:7][CH:8]=[CH:9][C:4]=2[C:3]([CH2:10][CH2:11][C:12]#[N:13])=[CH:2]1.C(Cl)Cl.CO, predict the reaction product. The product is: [S:1]1[C:5]2[CH:6]=[CH:7][CH:8]=[CH:9][C:4]=2[C:3]([CH2:10][CH2:11][CH2:12][NH2:13])=[CH:2]1. (5) Given the reactants [Cl:1][C:2]1[C:10]([Cl:11])=[CH:9][CH:8]=[CH:7][C:3]=1[C:4]([OH:6])=O.[F:12][C:13]1([CH2:16][CH:17]([N:20]2[CH:25]=[CH:24][C:23]([C:26]([F:29])([F:28])[F:27])=[N:22][CH2:21]2)[CH2:18][NH2:19])[CH2:15][CH2:14]1, predict the reaction product. The product is: [Cl:1][C:2]1[C:10]([Cl:11])=[CH:9][CH:8]=[CH:7][C:3]=1[C:4]([NH:19][CH2:18][CH:17]([N:20]1[CH:25]=[CH:24][C:23]([C:26]([F:29])([F:28])[F:27])=[N:22][CH2:21]1)[CH2:16][C:13]1([F:12])[CH2:14][CH2:15]1)=[O:6]. (6) Given the reactants [CH2:1](Br)[C:2]1C=CC=C[CH:3]=1.[Cl:9][C:10]1[CH:15]=[CH:14][C:13]([C:16]2[NH:21][C:20](=[O:22])[C:19]([C:23]([O:25][CH3:26])=[O:24])=[CH:18][C:17]=2[C:27]2[CH:32]=[CH:31][CH:30]=[CH:29][CH:28]=2)=[CH:12][CH:11]=1, predict the reaction product. The product is: [CH2:3]([O:22][C:20]1[C:19]([C:23]([O:25][CH3:26])=[O:24])=[CH:18][C:17]([C:27]2[CH:28]=[CH:29][CH:30]=[CH:31][CH:32]=2)=[C:16]([C:13]2[CH:12]=[CH:11][C:10]([Cl:9])=[CH:15][CH:14]=2)[N:21]=1)[CH:2]=[CH2:1]. (7) Given the reactants [O:1]1[CH:5]=[CH:4][CH:3]=[C:2]1[C:6]1[CH:11]=[CH:10][C:9](/[C:12](/[CH3:16])=[CH:13]/[CH2:14][OH:15])=[CH:8][CH:7]=1.[CH2:17]([O:19][C@@H:20]([CH2:26][C:27]1[CH:32]=[CH:31][C:30](O)=[CH:29][CH:28]=1)[C:21]([O:23][CH2:24][CH3:25])=[O:22])[CH3:18], predict the reaction product. The product is: [CH2:17]([O:19][C@@H:20]([CH2:26][C:27]1[CH:28]=[CH:29][C:30]([O:15][CH2:14]/[CH:13]=[C:12](/[C:9]2[CH:10]=[CH:11][C:6]([C:2]3[O:1][CH:5]=[CH:4][CH:3]=3)=[CH:7][CH:8]=2)\[CH3:16])=[CH:31][CH:32]=1)[C:21]([O:23][CH2:24][CH3:25])=[O:22])[CH3:18]. (8) Given the reactants [C:1]([C:4]1[CH:5]=[C:6]([NH2:10])[CH:7]=[CH:8][CH:9]=1)(=[O:3])[CH3:2].C(OC([NH:18][CH2:19][CH2:20][CH2:21][CH2:22][C@H:23]([NH:27][C:28]([O:30][CH2:31][CH:32]1[C:44]2[CH:43]=[CH:42][CH:41]=[CH:40][C:39]=2[C:38]2[C:33]1=[CH:34][CH:35]=[CH:36][CH:37]=2)=[O:29])[C:24](O)=[O:25])=O)(C)(C)C, predict the reaction product. The product is: [CH:34]1[C:33]2[CH:32]([CH2:31][O:30][C:28](=[O:29])[NH:27][C@H:23]([C:24](=[O:25])[NH:10][C:6]3[CH:7]=[CH:8][CH:9]=[C:4]([C:1](=[O:3])[CH3:2])[CH:5]=3)[CH2:22][CH2:21][CH2:20][CH2:19][NH2:18])[C:44]3[C:39](=[CH:40][CH:41]=[CH:42][CH:43]=3)[C:38]=2[CH:37]=[CH:36][CH:35]=1. (9) Given the reactants Cl.Cl.[NH:3]1[CH2:8][CH2:7][NH:6][CH2:5][CH:4]1[C:9]([OH:11])=[O:10].[OH-].[Na+].[CH3:14][C:15]([O:18][C:19](ON=C(C1C=CC=CC=1)C#N)=[O:20])([CH3:17])[CH3:16], predict the reaction product. The product is: [C:15]([O:18][C:19]([N:6]1[CH2:7][CH2:8][NH:3][CH:4]([C:9]([OH:11])=[O:10])[CH2:5]1)=[O:20])([CH3:17])([CH3:16])[CH3:14]. (10) Given the reactants [C:1]([O:5][C:6](=[O:22])[CH2:7][N:8]=[C:9]([C:16]1[CH:21]=[CH:20][CH:19]=[CH:18][CH:17]=1)[C:10]1[CH:15]=[CH:14][CH:13]=[CH:12][CH:11]=1)([CH3:4])([CH3:3])[CH3:2].C1COCC1.CN1C(=O)N(C)CCC1.[Li+].CC([N-]C(C)C)C.Br[CH2:46][C:47]1[CH:52]=[C:51]([O:53][CH3:54])[CH:50]=[CH:49][C:48]=1[F:55], predict the reaction product. The product is: [C:1]([O:5][C:6](=[O:22])[CH:7]([N:8]=[C:9]([C:10]1[CH:11]=[CH:12][CH:13]=[CH:14][CH:15]=1)[C:16]1[CH:17]=[CH:18][CH:19]=[CH:20][CH:21]=1)[CH2:46][C:47]1[CH:52]=[C:51]([O:53][CH3:54])[CH:50]=[CH:49][C:48]=1[F:55])([CH3:4])([CH3:2])[CH3:3].